Dataset: Full USPTO retrosynthesis dataset with 1.9M reactions from patents (1976-2016). Task: Predict the reactants needed to synthesize the given product. (1) Given the product [C:9]([C:3]1=[C:2]([NH:1][C:20]([NH:19][C:11](=[O:18])[C:12]2[CH:13]=[CH:14][CH:15]=[CH:16][CH:17]=2)=[O:21])[CH2:8][CH2:7][CH2:6][CH2:5][CH2:4]1)#[N:10], predict the reactants needed to synthesize it. The reactants are: [NH2:1][C:2]1=[C:3]([C:9]#[N:10])[CH2:4][CH2:5][CH2:6][CH2:7][CH2:8]1.[C:11]([N:19]=[C:20]=[O:21])(=[O:18])[C:12]1[CH:17]=[CH:16][CH:15]=[CH:14][CH:13]=1. (2) Given the product [O:17]1[C:13]2([CH2:18][CH2:19][CH:10]([CH:5]([S:4][CH2:1][CH2:2][C:24]([F:29])([F:28])[F:23])[C:6]([O:8][CH3:9])=[O:7])[CH2:11][CH2:12]2)[O:14][CH2:15][CH2:16]1, predict the reactants needed to synthesize it. The reactants are: [C:1]([S:4][CH:5]([CH:10]1[CH2:19][CH2:18][C:13]2([O:17][CH2:16][CH2:15][O:14]2)[CH2:12][CH2:11]1)[C:6]([O:8][CH3:9])=[O:7])(=O)[CH3:2].C[O-].[Na+].[F:23][C:24]([F:29])([F:28])CCI.O.